From a dataset of Reaction yield outcomes from USPTO patents with 853,638 reactions. Predict the reaction yield, written as a fraction of the theoretical maximum amount of product (1.0 means a 100% yield; for example, 0.34 means a 34% yield). (1) The reactants are [CH3:1][O:2][C:3]([C:5]1[CH:10]=[CH:9][CH:8]=[C:7](O)[N:6]=1)=[O:4].P(Cl)(Cl)([Cl:14])=O. No catalyst specified. The product is [Cl:14][C:7]1[N:6]=[C:5]([C:3]([O:2][CH3:1])=[O:4])[CH:10]=[CH:9][CH:8]=1. The yield is 0.610. (2) The reactants are [CH3:1][C:2]1[N:7]=[C:6]2[S:8][C:9]3[CH2:13][CH:12]([CH3:14])[CH2:11][C:10]=3[C:5]2=[C:4]([C:15]2[CH:20]=[CH:19][C:18]([CH3:21])=[CH:17][CH:16]=2)[C:3]=1[CH:22]([CH2:25][CH2:26][CH3:27])[C:23]#[N:24].Cl.NO.[C:31](=[O:34])(O)[O-:32].[Na+].C1N=C[N:38](C(N2C=NC=C2)=O)C=1. The catalyst is CO.O1CCOCC1. The product is [CH3:1][C:2]1[N:7]=[C:6]2[S:8][C:9]3[CH2:13][CH:12]([CH3:14])[CH2:11][C:10]=3[C:5]2=[C:4]([C:15]2[CH:16]=[CH:17][C:18]([CH3:21])=[CH:19][CH:20]=2)[C:3]=1[CH:22]([C:23]1[NH:38][C:31](=[O:34])[O:32][N:24]=1)[CH2:25][CH2:26][CH3:27]. The yield is 0.250. (3) The reactants are [S:1](Cl)([CH3:4])(=[O:3])=[O:2].[I:6][C:7]1[C:14]([I:15])=[CH:13][C:12]([I:16])=[CH:11][C:8]=1[CH2:9][OH:10].C(N(C(C)C)CC)(C)C.O. The product is [S:1]([O:10][CH2:9][C:8]1[CH:11]=[C:12]([I:16])[CH:13]=[C:14]([I:15])[C:7]=1[I:6])(=[O:3])(=[O:2])[CH3:4]. The yield is 0.840. The catalyst is ClCCl. (4) The reactants are C(OC(=O)[NH:7][C@@H:8]1[CH2:13][CH2:12][CH2:11][N:10]([C:14]2[CH:19]=[CH:18][C:17]([NH:20][C:21]3[C:30]4[C:25](=[CH:26][CH:27]=[C:28]([C:31]5[CH:36]=[C:35]([F:37])[C:34]([OH:38])=[C:33]([Cl:39])[CH:32]=5)[N:29]=4)[N:24]=[CH:23][C:22]=3[C:40](=[O:43])[CH2:41][CH3:42])=[CH:16][N:15]=2)[CH2:9]1)(C)(C)C.C(O)(C(F)(F)F)=O. No catalyst specified. The product is [Cl-:39].[Cl-:39].[Cl-:39].[NH2:7][C@@H:8]1[CH2:13][CH2:12][CH2:11][N:10]([C:14]2[N:15]=[CH:16][C:17]([NH:20][C:21]3[C:30]4[C:25](=[CH:26][CH:27]=[C:28]([C:31]5[CH:36]=[C:35]([F:37])[C:34]([OH:38])=[C:33]([Cl:39])[CH:32]=5)[N:29]=4)[N:24]=[CH:23][C:22]=3[C:40](=[O:43])[CH2:41][CH3:42])=[CH:18][CH:19]=2)[CH2:9]1. The yield is 0.650. (5) The reactants are [C:1]([C:3]1[CH:4]=[C:5]([C:10]2[N:20]=[CH:19][CH:18]=[CH:17][C:11]=2[C:12]([O:14][CH2:15][CH3:16])=[O:13])[CH:6]=[CH:7][C:8]=1F)#[N:2].[CH3:21][NH:22][CH2:23][CH2:24][CH2:25][CH3:26]. The catalyst is CS(C)=O. The product is [CH3:21][N:22]([CH2:23][CH2:24][CH2:25][CH3:26])[C:8]1[CH:7]=[CH:6][C:5]([C:10]2[N:20]=[CH:19][CH:18]=[CH:17][C:11]=2[C:12]([O:14][CH2:15][CH3:16])=[O:13])=[CH:4][C:3]=1[C:1]#[N:2]. The yield is 0.720.